This data is from Catalyst prediction with 721,799 reactions and 888 catalyst types from USPTO. The task is: Predict which catalyst facilitates the given reaction. Reactant: [CH2:1]([O:5][C:6]1[CH:11]=[CH:10][C:9]([S:12]([C:15]2([C:28]([OH:30])=O)[CH2:20][CH2:19][N:18]([C:21]([C:23]3[S:24][CH:25]=[CH:26][CH:27]=3)=[O:22])[CH2:17][CH2:16]2)(=[O:14])=[O:13])=[CH:8][CH:7]=1)[C:2]#[C:3][CH3:4].[OH:31][N:32]1C2C=CC=CC=2N=N1.Cl.CN(C)CCCN=C=NCC.CN1CCOCC1.NO. Product: [CH2:1]([O:5][C:6]1[CH:11]=[CH:10][C:9]([S:12]([C:15]2([C:28]([NH:32][OH:31])=[O:30])[CH2:20][CH2:19][N:18]([C:21]([C:23]3[S:24][CH:25]=[CH:26][CH:27]=3)=[O:22])[CH2:17][CH2:16]2)(=[O:14])=[O:13])=[CH:8][CH:7]=1)[C:2]#[C:3][CH3:4]. The catalyst class is: 9.